This data is from Full USPTO retrosynthesis dataset with 1.9M reactions from patents (1976-2016). The task is: Predict the reactants needed to synthesize the given product. (1) Given the product [Cl:1][C:2]1[CH:10]=[C:9]2[C:5]([C:6]([C:11]([N:13]3[CH2:18][CH2:17][C:16]4([C:22]5[CH:23]=[CH:24][C:25]([F:27])=[CH:26][C:21]=5[C:20](=[O:28])[O:19]4)[CH2:15][CH2:14]3)=[O:12])=[CH:7][N:8]2[CH2:30][CH2:31][C:32]2[CH:37]=[CH:36][N:35]=[CH:34][CH:33]=2)=[CH:4][CH:3]=1, predict the reactants needed to synthesize it. The reactants are: [Cl:1][C:2]1[CH:10]=[C:9]2[C:5]([C:6]([C:11]([N:13]3[CH2:18][CH2:17][C:16]4([C:22]5[CH:23]=[CH:24][C:25]([F:27])=[CH:26][C:21]=5[C:20](=[O:28])[O:19]4)[CH2:15][CH2:14]3)=[O:12])=[CH:7][NH:8]2)=[CH:4][CH:3]=1.Br[CH2:30][CH2:31][C:32]1[CH:37]=[CH:36][N:35]=[CH:34][CH:33]=1. (2) Given the product [Cl:17][C:5]1[CH:6]=[CH:7][C:8]([C:10]2[CH:11]=[N:12][C:13]([CH3:16])=[CH:14][CH:15]=2)=[CH:9][C:4]=1[C:3]([OH:18])=[O:2], predict the reactants needed to synthesize it. The reactants are: C[O:2][C:3](=[O:18])[C:4]1[CH:9]=[C:8]([C:10]2[CH:11]=[N:12][C:13]([CH3:16])=[CH:14][CH:15]=2)[CH:7]=[CH:6][C:5]=1[Cl:17].Cl. (3) Given the product [CH2:1]([O:3][C:4]([C@@H:6]1[CH2:10][CH:9]([O:11][Si:12]([C:15]([CH3:16])([CH3:18])[CH3:17])([CH3:13])[CH3:14])[CH2:8][C@H:7]1[CH2:19][O:20][S:34]([C:31]1[CH:32]=[CH:33][C:28]([CH3:38])=[CH:29][CH:30]=1)(=[O:36])=[O:35])=[O:5])[CH3:2], predict the reactants needed to synthesize it. The reactants are: [CH2:1]([O:3][C:4]([C@@H:6]1[CH2:10][CH:9]([O:11][Si:12]([C:15]([CH3:18])([CH3:17])[CH3:16])([CH3:14])[CH3:13])[CH2:8][C@H:7]1[CH2:19][OH:20])=[O:5])[CH3:2].C(N(CC)CC)C.[C:28]1([CH3:38])[CH:33]=[CH:32][C:31]([S:34](Cl)(=[O:36])=[O:35])=[CH:30][CH:29]=1. (4) Given the product [C:13]([C:9]1([S:6]([NH2:5])(=[O:8])=[O:7])[CH2:11][CH2:10]1)(=[O:21])[C:14]1[CH:15]=[CH:16][CH:17]=[CH:18][CH:19]=1.[C:1]([NH:5][S:6]([C:9]1([C:13](=[O:21])[C:14]2[CH:15]=[CH:16][CH:17]=[CH:18][CH:19]=2)[CH2:11][CH2:10]1)(=[O:8])=[O:7])([CH3:4])([CH3:2])[CH3:3], predict the reactants needed to synthesize it. The reactants are: [C:1]([NH:5][S:6]([C:9]1(C)[CH2:11][CH2:10]1)(=[O:8])=[O:7])([CH3:4])([CH3:3])[CH3:2].[C:13]([O:21]C)(=O)[C:14]1[CH:19]=[CH:18][CH:17]=[CH:16][CH:15]=1. (5) Given the product [NH2:6][C:5]1[CH:12]=[CH:13][C:2]([Br:1])=[CH:3][C:4]=1[C:9]([C:21]1[CH:22]=[CH:23][C:18]([CH2:14][CH2:15][CH2:16][CH3:17])=[CH:19][CH:20]=1)=[O:10], predict the reactants needed to synthesize it. The reactants are: [Br:1][C:2]1[CH:13]=[CH:12][C:5]2[N:6]=C(C)O[C:9](=[O:10])[C:4]=2[CH:3]=1.[CH2:14]([C:18]1[CH:23]=[CH:22][C:21]([Mg]Br)=[CH:20][CH:19]=1)[CH2:15][CH2:16][CH3:17].Cl.[OH-].[Na+].